Predict which catalyst facilitates the given reaction. From a dataset of Catalyst prediction with 721,799 reactions and 888 catalyst types from USPTO. (1) Reactant: [NH:1]1[CH2:5][CH:4]=[CH:3][CH2:2]1.Cl[C:7]1[N:16]=[C:15]2[C:10]([C:11](=[O:23])[C:12]([C:20]([OH:22])=[O:21])=[CH:13][N:14]2[CH:17]2[CH2:19][CH2:18]2)=[CH:9][C:8]=1[F:24]. Product: [CH:17]1([N:14]2[C:15]3[C:10](=[CH:9][C:8]([F:24])=[C:7]([N:1]4[CH2:5][CH:4]=[CH:3][CH2:2]4)[N:16]=3)[C:11](=[O:23])[C:12]([C:20]([OH:22])=[O:21])=[CH:13]2)[CH2:18][CH2:19]1. The catalyst class is: 10. (2) Reactant: [C:1]([O:5][C:6]([NH:8][C@@H:9]1[C@H:14]([OH:15])[CH2:13][CH2:12][N:11](C(OCC2C=CC=CC=2)=O)[CH2:10]1)=[O:7])([CH3:4])([CH3:3])[CH3:2]. Product: [C:1]([O:5][C:6](=[O:7])[NH:8][C@@H:9]1[C@H:14]([OH:15])[CH2:13][CH2:12][NH:11][CH2:10]1)([CH3:4])([CH3:2])[CH3:3]. The catalyst class is: 29. (3) Reactant: [Si:1]([O:8][CH2:9][C:10]1[N:11]([CH3:23])[C:12]2[C:17]([CH:18]=1)=[CH:16][C:15]([CH:19]=[O:20])=[C:14]([CH:21]=[CH2:22])[CH:13]=2)([C:4]([CH3:7])([CH3:6])[CH3:5])([CH3:3])[CH3:2].[CH2:24]([Mg]Cl)[CH:25]=[CH2:26]. Product: [Si:1]([O:8][CH2:9][C:10]1[N:11]([CH3:23])[C:12]2[C:17]([CH:18]=1)=[CH:16][C:15]([CH:19]([OH:20])[CH2:26][CH:25]=[CH2:24])=[C:14]([CH:21]=[CH2:22])[CH:13]=2)([C:4]([CH3:7])([CH3:6])[CH3:5])([CH3:3])[CH3:2]. The catalyst class is: 1.